From a dataset of Reaction yield outcomes from USPTO patents with 853,638 reactions. Predict the reaction yield, written as a fraction of the theoretical maximum amount of product (1.0 means a 100% yield; for example, 0.34 means a 34% yield). (1) The reactants are N[CH2:2][C:3]1[CH:17]=[CH:16][C:6]2[N:7]=[C:8]([C:10]3[CH:15]=[CH:14][CH:13]=[CH:12][CH:11]=3)[S:9][C:5]=2[CH:4]=1.BrCC1C=CC2N=C(C3C=CC=CC=3)SC=2C=1.N. The catalyst is CO. The product is [CH3:2][C:3]1[CH:17]=[CH:16][C:6]2[N:7]=[C:8]([C:10]3[CH:15]=[CH:14][CH:13]=[CH:12][CH:11]=3)[S:9][C:5]=2[CH:4]=1. The yield is 0.760. (2) The yield is 0.740. The catalyst is O.CO. The reactants are [C-:1]#[N:2].[K+].Br[CH2:5][CH2:6][CH2:7][CH2:8][C:9]([O:11][CH3:12])=[O:10]. The product is [C:1]([CH2:5][CH2:6][CH2:7][CH2:8][C:9]([O:11][CH3:12])=[O:10])#[N:2].